This data is from Forward reaction prediction with 1.9M reactions from USPTO patents (1976-2016). The task is: Predict the product of the given reaction. Given the reactants [OH:1][CH2:2][C:3]1([CH2:6][C:7]([OH:9])=[O:8])[CH2:5][CH2:4]1.S(=O)(=O)(O)O.[C:15]([O-])(O)=O.[Na+], predict the reaction product. The product is: [OH:1][CH2:2][C:3]1([CH2:6][C:7]([O:9][CH3:15])=[O:8])[CH2:5][CH2:4]1.